From a dataset of Forward reaction prediction with 1.9M reactions from USPTO patents (1976-2016). Predict the product of the given reaction. (1) The product is: [F:11][C:12]1[CH:13]=[C:14]([NH:25][S:26]([C:29]2[CH:38]=[CH:37][CH:36]=[CH:35][C:30]=2[CH2:31][OH:32])(=[O:28])=[O:27])[CH:15]=[C:16]([O:18][C:19]2[CH:20]=[N:21][CH:22]=[CH:23][CH:24]=2)[CH:17]=1. Given the reactants [H-].C([Al+]CC(C)C)C(C)C.[F:11][C:12]1[CH:13]=[C:14]([NH:25][S:26]([C:29]2[CH:38]=[CH:37][CH:36]=[CH:35][C:30]=2[C:31](OC)=[O:32])(=[O:28])=[O:27])[CH:15]=[C:16]([O:18][C:19]2[CH:20]=[N:21][CH:22]=[CH:23][CH:24]=2)[CH:17]=1.[C@H](O)(C([O-])=O)[C@@H](O)C([O-])=O.[Na+].[K+].C(OCC)(=O)C, predict the reaction product. (2) Given the reactants [CH3:1][O:2][C:3]([C:5]1[CH:6]=[C:7]2[C:11](=[CH:12][CH:13]=1)[CH2:10][N:9](CC1C=CC(OC)=CC=1OC)[CH2:8]2)=[O:4].[C:25]1(OC)C=CC=CC=1.O.C(Cl)Cl.[C:37]([OH:43])([C:39]([F:42])([F:41])[F:40])=[O:38], predict the reaction product. The product is: [F:40][C:39]([F:42])([F:41])[C:37]([OH:43])=[O:38].[CH2:1]([O:2][C:3]([C:5]1[CH:6]=[C:7]2[C:11](=[CH:12][CH:13]=1)[CH2:10][NH:9][CH2:8]2)=[O:4])[CH3:25]. (3) The product is: [Cl:1][C:2]1[CH:3]=[C:4]2[C:8](=[CH:9][CH:10]=1)[NH:7][C:6]([C:20]([NH2:49])=[O:22])=[C:5]2[S:25]([N:28]1[CH2:33][CH2:32][O:31][C@H:30]([CH2:34][O:35][C:36]2[CH:37]=[CH:38][C:39]([C:42]3[CH:47]=[CH:46][CH:45]=[CH:44][C:43]=3[Cl:48])=[CH:40][CH:41]=2)[CH2:29]1)(=[O:26])=[O:27]. Given the reactants [Cl:1][C:2]1[CH:3]=[C:4]2[C:8](=[CH:9][CH:10]=1)[N:7](S(C1C=CC=CC=1)(=O)=O)[C:6]([C:20]([O:22]CC)=O)=[C:5]2[S:25]([N:28]1[CH2:33][CH2:32][O:31][C@H:30]([CH2:34][O:35][C:36]2[CH:41]=[CH:40][C:39]([C:42]3[CH:47]=[CH:46][CH:45]=[CH:44][C:43]=3[Cl:48])=[CH:38][CH:37]=2)[CH2:29]1)(=[O:27])=[O:26].[NH3:49], predict the reaction product. (4) Given the reactants [OH-].[K+].Cl[C:4]1[CH:5]=[C:6]([CH:10]=[CH:11][CH:12]=1)[C:7]([OH:9])=[O:8].[CH3:13][NH:14][C:15]1[CH:20]=[CH:19][CH:18]=[CH:17][CH:16]=1, predict the reaction product. The product is: [CH3:13][N:14]([C:15]1[CH:20]=[CH:19][CH:18]=[CH:17][CH:16]=1)[C:4]1[CH:5]=[C:6]([CH:10]=[CH:11][CH:12]=1)[C:7]([OH:9])=[O:8]. (5) Given the reactants [Cl:1][C:2]1[N:10]=[CH:9][C:8]([Cl:11])=[CH:7][C:3]=1[C:4]([OH:6])=O.ClC1C=CC(COC2C=CC(F)=CC=2F)=C(C=1)C([NH:20][C@H:21]([C:23]1[CH:32]=[CH:31][C:26]([C:27]([O:29][CH3:30])=[O:28])=[CH:25][CH:24]=1)[CH3:22])=O.C(N1C=CN=C1)(N1C=CN=C1)=O.O, predict the reaction product. The product is: [Cl:1][C:2]1[C:3]([C:4]([NH:20][C@H:21]([C:23]2[CH:32]=[CH:31][C:26]([C:27]([O:29][CH3:30])=[O:28])=[CH:25][CH:24]=2)[CH3:22])=[O:6])=[CH:7][C:8]([Cl:11])=[CH:9][N:10]=1. (6) Given the reactants Cl[C:2]1[C:3]2[NH:10][C:9]([CH3:11])=[C:8]([C:12]([O:14][CH2:15][CH3:16])=[O:13])[C:4]=2[N:5]=[CH:6][N:7]=1.[CH:17]1([CH2:20][O:21][C:22]2[CH:27]=[C:26]([F:28])[CH:25]=[CH:24][C:23]=2B2OC(C)(C)C(C)(C)O2)[CH2:19][CH2:18]1, predict the reaction product. The product is: [CH:17]1([CH2:20][O:21][C:22]2[CH:27]=[C:26]([F:28])[CH:25]=[CH:24][C:23]=2[C:2]2[C:3]3[NH:10][C:9]([CH3:11])=[C:8]([C:12]([O:14][CH2:15][CH3:16])=[O:13])[C:4]=3[N:5]=[CH:6][N:7]=2)[CH2:18][CH2:19]1.